From a dataset of Catalyst prediction with 721,799 reactions and 888 catalyst types from USPTO. Predict which catalyst facilitates the given reaction. (1) Reactant: C1(P(C2C=CC=CC=2)C2C=CC=CC=2)C=CC=CC=1.[C:20]([Br:24])(Br)(Br)[Br:21].O=[C:26]1[CH2:31][CH2:30][N:29]([C:32]([O:34][C:35]([CH3:38])([CH3:37])[CH3:36])=[O:33])[CH2:28][CH2:27]1. Product: [Br:21][C:20]([Br:24])=[C:26]1[CH2:31][CH2:30][N:29]([C:32]([O:34][C:35]([CH3:38])([CH3:37])[CH3:36])=[O:33])[CH2:28][CH2:27]1. The catalyst class is: 4. (2) Reactant: [Cl:1][C:2]1[C:7]([Cl:8])=[CH:6][CH:5]=[CH:4][C:3]=1[N:9]1[CH2:14][CH2:13][N:12]([CH2:15][CH2:16][CH2:17][N:18]2C(=O)C3C(=CC=CC=3)C2=O)[CH2:11][CH2:10]1.O.NN. Product: [ClH:1].[ClH:1].[Cl:1][C:2]1[C:7]([Cl:8])=[CH:6][CH:5]=[CH:4][C:3]=1[N:9]1[CH2:10][CH2:11][N:12]([CH2:15][CH2:16][CH2:17][NH2:18])[CH2:13][CH2:14]1. The catalyst class is: 14. (3) The catalyst class is: 89. Reactant: C(OC(=O)[NH:7][C:8]1([C:12]2[CH:17]=[CH:16][C:15]([C:18]3[C:38]([C:39]4[CH:44]=[CH:43][CH:42]=[CH:41][CH:40]=4)=[CH:37][N:21]4[N:22]=[C:23]5[C:28]([CH:27]=[C:26]([C:29]6[CH:34]=[CH:33][CH:32]=[C:31]([C:35]#[N:36])[CH:30]=6)[CH:25]=[CH:24]5)=[C:20]4[N:19]=3)=[CH:14][CH:13]=2)[CH2:11][CH2:10][CH2:9]1)(C)(C)C. Product: [NH2:7][C:8]1([C:12]2[CH:13]=[CH:14][C:15]([C:18]3[C:38]([C:39]4[CH:44]=[CH:43][CH:42]=[CH:41][CH:40]=4)=[CH:37][N:21]4[N:22]=[C:23]5[C:28]([CH:27]=[C:26]([C:29]6[CH:30]=[C:31]([CH:32]=[CH:33][CH:34]=6)[C:35]#[N:36])[CH:25]=[CH:24]5)=[C:20]4[N:19]=3)=[CH:16][CH:17]=2)[CH2:9][CH2:10][CH2:11]1. (4) Reactant: [Cl:1][C:2]1[C:7]([N:8]2[CH2:13][CH2:12][CH:11]([C:14]3[CH:19]=[CH:18][CH:17]=[CH:16][CH:15]=3)[CH2:10][CH2:9]2)=[CH:6][N:5]=[N:4][C:3]=1[NH:20][NH:21][C:22](=O)[CH2:23][CH:24]1[CH2:26][CH2:25]1.P(Cl)(Cl)(Cl)=O. Product: [Cl:1][C:2]1[C:3]2[N:4]([C:22]([CH2:23][CH:24]3[CH2:26][CH2:25]3)=[N:21][N:20]=2)[N:5]=[CH:6][C:7]=1[N:8]1[CH2:13][CH2:12][CH:11]([C:14]2[CH:19]=[CH:18][CH:17]=[CH:16][CH:15]=2)[CH2:10][CH2:9]1. The catalyst class is: 10.